This data is from Peptide-MHC class I binding affinity with 185,985 pairs from IEDB/IMGT. The task is: Regression. Given a peptide amino acid sequence and an MHC pseudo amino acid sequence, predict their binding affinity value. This is MHC class I binding data. The peptide sequence is VIILAALFMY. The MHC is HLA-A03:01 with pseudo-sequence HLA-A03:01. The binding affinity (normalized) is 0.271.